From a dataset of TCR-epitope binding with 47,182 pairs between 192 epitopes and 23,139 TCRs. Binary Classification. Given a T-cell receptor sequence (or CDR3 region) and an epitope sequence, predict whether binding occurs between them. (1) The epitope is YLDAYNMMI. The TCR CDR3 sequence is CSAGGWDRVNQPQHF. Result: 0 (the TCR does not bind to the epitope). (2) The epitope is FVDGVPFVV. The TCR CDR3 sequence is CASGFAGLTQNEQFF. Result: 1 (the TCR binds to the epitope). (3) The epitope is YLKLTDNVYIK. The TCR CDR3 sequence is CASSLVGKADTQYF. Result: 0 (the TCR does not bind to the epitope). (4) The epitope is TPQDLNTML. The TCR CDR3 sequence is CASSREGYSNQPQHF. Result: 1 (the TCR binds to the epitope).